From a dataset of Peptide-MHC class I binding affinity with 185,985 pairs from IEDB/IMGT. Regression. Given a peptide amino acid sequence and an MHC pseudo amino acid sequence, predict their binding affinity value. This is MHC class I binding data. (1) The peptide sequence is YLACELLPA. The MHC is HLA-A02:01 with pseudo-sequence HLA-A02:01. The binding affinity (normalized) is 0.928. (2) The peptide sequence is RPTHKPVTL. The MHC is HLA-B58:01 with pseudo-sequence HLA-B58:01. The binding affinity (normalized) is 0.213. (3) The peptide sequence is NTLIQYRQQL. The binding affinity (normalized) is 0.190. The MHC is HLA-A02:02 with pseudo-sequence HLA-A02:02. (4) The peptide sequence is SRKRRRTPK. The MHC is HLA-B27:05 with pseudo-sequence HLA-B27:05. The binding affinity (normalized) is 0.536. (5) The peptide sequence is AEMVAKYDL. The MHC is HLA-A26:01 with pseudo-sequence HLA-A26:01. The binding affinity (normalized) is 0.0847. (6) The peptide sequence is SPYAAGYDL. The MHC is H-2-Kd with pseudo-sequence H-2-Kd. The binding affinity (normalized) is 0.0546. (7) The peptide sequence is YLIPFIWFV. The MHC is HLA-A30:01 with pseudo-sequence HLA-A30:01. The binding affinity (normalized) is 0.0847.